Dataset: Full USPTO retrosynthesis dataset with 1.9M reactions from patents (1976-2016). Task: Predict the reactants needed to synthesize the given product. (1) The reactants are: [F:1][C:2]1[CH:7]=[CH:6][C:5]([S:8]([N:11]2[C:15]([C:16]3[CH:21]=[CH:20][CH:19]=[CH:18][CH:17]=3)=[CH:14][C:13]([C:22](OCC)=[O:23])=[C:12]2[CH3:27])(=[O:10])=[O:9])=[CH:4][CH:3]=1.[H-].C([Al+]CC(C)C)C(C)C.Cl. Given the product [F:1][C:2]1[CH:3]=[CH:4][C:5]([S:8]([N:11]2[C:15]([C:16]3[CH:21]=[CH:20][CH:19]=[CH:18][CH:17]=3)=[CH:14][C:13]([CH:22]=[O:23])=[C:12]2[CH3:27])(=[O:9])=[O:10])=[CH:6][CH:7]=1, predict the reactants needed to synthesize it. (2) Given the product [N:29]1[CH:30]=[CH:31][CH:32]=[CH:33][C:34]=1[CH2:5][NH:6][SH:7](=[O:9])=[O:8], predict the reactants needed to synthesize it. The reactants are: C(OC(=O)[CH2:5][NH:6][S:7](C1C=CC(OCC#CC)=CC=1)(=[O:9])=[O:8])C.C(=O)([O-])[O-].[K+].[K+].Cl.[N:29]1[CH:34]=[CH:33][CH:32]=[C:31](CCl)[CH:30]=1. (3) Given the product [OH:11][C:6]1([C:9]#[N:10])[CH2:5][CH2:4][N:3]([O:2][CH3:1])[CH2:8][CH2:7]1, predict the reactants needed to synthesize it. The reactants are: [CH3:1][O:2][N:3]1[CH2:8][CH2:7][C:6]([O:11][Si](C)(C)C)([C:9]#[N:10])[CH2:5][CH2:4]1.Cl.S([O-])(O)(=O)=O.[Na+].